This data is from NCI-60 drug combinations with 297,098 pairs across 59 cell lines. The task is: Regression. Given two drug SMILES strings and cell line genomic features, predict the synergy score measuring deviation from expected non-interaction effect. (1) Drug 1: CC1C(C(=O)NC(C(=O)N2CCCC2C(=O)N(CC(=O)N(C(C(=O)O1)C(C)C)C)C)C(C)C)NC(=O)C3=C4C(=C(C=C3)C)OC5=C(C(=O)C(=C(C5=N4)C(=O)NC6C(OC(=O)C(N(C(=O)CN(C(=O)C7CCCN7C(=O)C(NC6=O)C(C)C)C)C)C(C)C)C)N)C. Drug 2: C1=CC=C(C(=C1)C(C2=CC=C(C=C2)Cl)C(Cl)Cl)Cl. Cell line: SF-295. Synergy scores: CSS=10.8, Synergy_ZIP=-7.94, Synergy_Bliss=-10.7, Synergy_Loewe=-44.3, Synergy_HSA=-12.1. (2) Synergy scores: CSS=0.219, Synergy_ZIP=-2.45, Synergy_Bliss=-3.89, Synergy_Loewe=-1.72, Synergy_HSA=-2.52. Drug 1: CC1=CC=C(C=C1)C2=CC(=NN2C3=CC=C(C=C3)S(=O)(=O)N)C(F)(F)F. Cell line: UO-31. Drug 2: C1CC(C1)(C(=O)O)C(=O)O.[NH2-].[NH2-].[Pt+2].